Dataset: Full USPTO retrosynthesis dataset with 1.9M reactions from patents (1976-2016). Task: Predict the reactants needed to synthesize the given product. (1) Given the product [CH3:24][N:21]1[CH2:20][CH2:19][N:18]([C:4]2[CH:5]=[CH:6][C:7]([B:9]3[O:13][C:12]([CH3:14])([CH3:15])[C:11]([CH3:17])([CH3:16])[O:10]3)=[CH:8][C:3]=2[CH3:2])[CH2:23][CH2:22]1, predict the reactants needed to synthesize it. The reactants are: Cl.[CH3:2][C:3]1[CH:8]=[C:7]([B:9]2[O:13][C:12]([CH3:15])([CH3:14])[C:11]([CH3:17])([CH3:16])[O:10]2)[CH:6]=[CH:5][C:4]=1[N:18]1[CH2:23][CH2:22][NH:21][CH2:20][CH2:19]1.[C:24](O)(=O)C.C([O-])(=O)C.[Na+].C([BH3-])#N.[Na+].C([O-])(O)=O.[Na+]. (2) Given the product [Cl:33][C:31]1[CH:30]=[CH:29][C:28]([C:9]2[CH2:10][CH2:11][N:12]([C:15]([O:17][C:18]([CH3:19])([CH3:20])[CH3:21])=[O:16])[CH2:13][CH:14]=2)=[C:27]([CH2:26][C:25]([O:24][CH3:23])=[O:35])[CH:32]=1, predict the reactants needed to synthesize it. The reactants are: CC1(C)C(C)(C)OB([C:9]2[CH2:10][CH2:11][N:12]([C:15]([O:17][C:18]([CH3:21])([CH3:20])[CH3:19])=[O:16])[CH2:13][CH:14]=2)O1.[CH3:23][O:24][C:25](=[O:35])[CH2:26][C:27]1[CH:32]=[C:31]([Cl:33])[CH:30]=[CH:29][C:28]=1Br.[O-]P([O-])([O-])=O.[K+].[K+].[K+]. (3) Given the product [CH3:17][CH:18]1[NH:19][CH2:20][CH2:21][N:22]([C:8]2[CH:13]=[CH:12][C:11]([N+:14]([O-:16])=[O:15])=[CH:10][N:9]=2)[CH2:23]1, predict the reactants needed to synthesize it. The reactants are: C(=O)([O-])[O-].[K+].[K+].Cl[C:8]1[CH:13]=[CH:12][C:11]([N+:14]([O-:16])=[O:15])=[CH:10][N:9]=1.[CH3:17][CH:18]1[CH2:23][NH:22][CH2:21][CH2:20][NH:19]1. (4) Given the product [F:1][C:2]1[CH:3]=[CH:4][C:5]([NH:8][C:9]([C:11]2[N:16]=[CH:15][C:14]([CH:17]([CH3:22])[C:18]([OH:20])=[O:19])=[CH:13][CH:12]=2)=[O:10])=[CH:6][CH:7]=1, predict the reactants needed to synthesize it. The reactants are: [F:1][C:2]1[CH:7]=[CH:6][C:5]([NH:8][C:9]([C:11]2[N:16]=[CH:15][C:14]([CH:17]([CH3:22])[C:18]([O:20]C)=[O:19])=[CH:13][CH:12]=2)=[O:10])=[CH:4][CH:3]=1.O.[OH-].[Li+]. (5) Given the product [CH3:9][O:8][C:3]1[CH:4]=[CH:5][CH:6]=[CH:7][C:2]=1[P:19](=[O:20])([C:21]1[CH:22]=[CH:23][CH:24]=[CH:25][CH:26]=1)[C:13]1[CH:18]=[CH:17][CH:16]=[CH:15][CH:14]=1, predict the reactants needed to synthesize it. The reactants are: Br[C:2]1[CH:7]=[CH:6][CH:5]=[CH:4][C:3]=1[O:8][CH3:9].[Mg].II.[C:13]1([P:19](Cl)([C:21]2[CH:26]=[CH:25][CH:24]=[CH:23][CH:22]=2)=[O:20])[CH:18]=[CH:17][CH:16]=[CH:15][CH:14]=1. (6) Given the product [CH:28]1([C:26]([N:23]([CH2:22][C:13]2[CH:14]=[C:15]([C:18]([F:19])([F:20])[F:21])[CH:16]=[CH:17][C:12]=2[C:10]2[CH:11]=[C:6]([CH2:5][C:49]([OH:50])=[O:52])[CH:7]=[N:8][C:9]=2[C:40]2[CH:45]=[CH:44][CH:43]=[CH:42][CH:41]=2)[CH2:24][CH3:25])=[O:27])[CH2:29][CH2:30]1, predict the reactants needed to synthesize it. The reactants are: C(OC(=O)[CH2:5][C:6]1[CH:7]=[N:8][C:9](OS(C(F)(F)F)(=O)=O)=[C:10]([C:12]2[CH:17]=[CH:16][C:15]([C:18]([F:21])([F:20])[F:19])=[CH:14][C:13]=2[CH2:22][N:23]([C:26]([CH:28]2[CH2:30][CH2:29]2)=[O:27])[CH2:24][CH3:25])[CH:11]=1)C.[C:40]1(B(O)O)[CH:45]=[CH:44][CH:43]=[CH:42][CH:41]=1.[C:49](=[O:52])(O)[O-:50].[Na+].[OH-].[Na+].Cl. (7) Given the product [CH2:30]([C@H:17]([NH:16][C:14]([C@@H:13]([NH:12][C:10]([C@@H:9]([NH:8][C:51]([C:50]1[N:46]([CH3:45])[N:47]=[C:48]([C:54]([F:57])([F:55])[F:56])[CH:49]=1)=[O:52])[CH3:44])=[O:11])[CH2:37][C:38]1[CH:43]=[CH:42][CH:41]=[CH:40][CH:39]=1)=[O:15])[C:18]([C:19](=[O:20])[NH:21][CH2:22][C:23]1[CH:24]=[CH:25][CH:26]=[CH:27][CH:28]=1)=[O:29])[C:31]1[CH:36]=[CH:35][CH:34]=[CH:33][CH:32]=1, predict the reactants needed to synthesize it. The reactants are: FC(F)(F)C(O)=O.[NH2:8][C@@H:9]([CH3:44])[C:10]([NH:12][C@@H:13]([CH2:37][C:38]1[CH:43]=[CH:42][CH:41]=[CH:40][CH:39]=1)[C:14]([NH:16][C@@H:17]([CH2:30][C:31]1[CH:36]=[CH:35][CH:34]=[CH:33][CH:32]=1)[C:18](=[O:29])[C:19]([NH:21][CH2:22][C:23]1[CH:28]=[CH:27][CH:26]=[CH:25][CH:24]=1)=[O:20])=[O:15])=[O:11].[CH3:45][N:46]1[C:50]([C:51](O)=[O:52])=[CH:49][C:48]([C:54]([F:57])([F:56])[F:55])=[N:47]1.CN(C(ON1N=NC2C=CC=NC1=2)=[N+](C)C)C.F[P-](F)(F)(F)(F)F.C(N(CC)C(C)C)(C)C. (8) Given the product [C:17]1([C@H:15]([NH:14][C:12](=[O:13])[NH:11][C:9]2[N:8]=[CH:7][C:6]3[C:2]([NH:1][C:49](=[O:50])[O:51][CH3:52])=[N:3][N:4]([C:23]([C:24]4[CH:25]=[CH:26][CH:27]=[CH:28][CH:29]=4)([C:36]4[CH:41]=[CH:40][CH:39]=[CH:38][CH:37]=4)[C:30]4[CH:31]=[CH:32][CH:33]=[CH:34][CH:35]=4)[C:5]=3[CH:10]=2)[CH3:16])[CH:22]=[CH:21][CH:20]=[CH:19][CH:18]=1, predict the reactants needed to synthesize it. The reactants are: [NH2:1][C:2]1[C:6]2[CH:7]=[N:8][C:9]([NH:11][C:12]([NH:14][C@@H:15]([C:17]3[CH:22]=[CH:21][CH:20]=[CH:19][CH:18]=3)[CH3:16])=[O:13])=[CH:10][C:5]=2[N:4]([C:23]([C:36]2[CH:41]=[CH:40][CH:39]=[CH:38][CH:37]=2)([C:30]2[CH:35]=[CH:34][CH:33]=[CH:32][CH:31]=2)[C:24]2[CH:29]=[CH:28][CH:27]=[CH:26][CH:25]=2)[N:3]=1.N1C=CC=CC=1.Cl[C:49]([O:51][CH3:52])=[O:50]. (9) Given the product [Cl:1][C:2]1[N:11]=[CH:10][C:9]([C:16]2[CH:17]=[C:18]([CH3:20])[CH:19]=[C:14]([CH3:13])[CH:15]=2)=[CH:8][C:3]=1[C:4]([OH:6])=[O:5], predict the reactants needed to synthesize it. The reactants are: [Cl:1][C:2]1[N:11]=[CH:10][C:9](I)=[CH:8][C:3]=1[C:4]([O:6]C)=[O:5].[CH3:13][C:14]1[CH:15]=[C:16](B(O)O)[CH:17]=[C:18]([CH3:20])[CH:19]=1.C(=O)(O)[O-].[Na+]. (10) Given the product [CH:1]([N:5]1[CH2:10][CH2:9][NH:8][C@@H:7]([C:18]([N:20]2[CH2:25][CH2:24][N:23]([C:26]([NH:28][C:29]3[CH:34]=[CH:33][C:32]([Cl:35])=[C:31]([Cl:36])[CH:30]=3)=[O:27])[CH2:22][CH2:21]2)=[O:19])[CH2:6]1)([CH2:3][CH3:4])[CH3:2], predict the reactants needed to synthesize it. The reactants are: [CH:1]([N:5]1[CH2:10][CH2:9][N:8](C(OC(C)(C)C)=O)[C@@H:7]([C:18]([N:20]2[CH2:25][CH2:24][N:23]([C:26]([NH:28][C:29]3[CH:34]=[CH:33][C:32]([Cl:35])=[C:31]([Cl:36])[CH:30]=3)=[O:27])[CH2:22][CH2:21]2)=[O:19])[CH2:6]1)([CH2:3][CH3:4])[CH3:2].FC(F)(F)C(O)=O.